This data is from Catalyst prediction with 721,799 reactions and 888 catalyst types from USPTO. The task is: Predict which catalyst facilitates the given reaction. (1) Reactant: [CH:1]1([N:7]([C:21]([N:23]([CH2:26][CH3:27])[CH2:24][CH3:25])=[O:22])[CH:8]2[CH2:13][CH2:12][N:11](C(OC(C)(C)C)=O)[CH2:10][CH2:9]2)[CH2:6][CH2:5][CH2:4][CH2:3][CH2:2]1.C(NC(=O)NCC)C. Product: [CH:1]1([N:7]([CH:8]2[CH2:9][CH2:10][NH:11][CH2:12][CH2:13]2)[C:21]([N:23]([CH2:26][CH3:27])[CH2:24][CH3:25])=[O:22])[CH2:2][CH2:3][CH2:4][CH2:5][CH2:6]1. The catalyst class is: 89. (2) Reactant: O[CH2:2][C:3]1[NH:12][C:11](=[O:13])[C:10]2[C:9]([C:14]([O:16][CH3:17])=[O:15])=[CH:8][CH:7]=[CH:6][C:5]=2[N:4]=1.CCN(CC)CC.C1(C)C=CC(S(Cl)(=O)=O)=CC=1.[NH:36]1[CH2:41][CH2:40][CH2:39][CH2:38][CH2:37]1. Product: [O:13]=[C:11]1[C:10]2[C:9]([C:14]([O:16][CH3:17])=[O:15])=[CH:8][CH:7]=[CH:6][C:5]=2[N:4]=[C:3]([CH2:2][N:36]2[CH2:41][CH2:40][CH2:39][CH2:38][CH2:37]2)[NH:12]1. The catalyst class is: 497.